From a dataset of Forward reaction prediction with 1.9M reactions from USPTO patents (1976-2016). Predict the product of the given reaction. (1) The product is: [CH2:35]([N:12]1[C:11](=[O:13])[N:10]([C:14]2[CH:19]=[CH:18][C:17]([S:20][C:21]3[CH:22]=[C:23]([C:27]4([C:33]#[N:34])[CH2:32][CH2:31][O:30][CH2:29][CH2:28]4)[CH:24]=[CH:25][CH:26]=3)=[CH:16][CH:15]=2)[N:9]=[C:8]1[CH3:7])[CH3:36]. Given the reactants C(=O)([O-])[O-].[K+].[K+].[CH3:7][C:8]1[NH:12][C:11](=[O:13])[N:10]([C:14]2[CH:19]=[CH:18][C:17]([S:20][C:21]3[CH:22]=[C:23]([C:27]4([C:33]#[N:34])[CH2:32][CH2:31][O:30][CH2:29][CH2:28]4)[CH:24]=[CH:25][CH:26]=3)=[CH:16][CH:15]=2)[N:9]=1.[CH2:35](I)[CH3:36], predict the reaction product. (2) The product is: [NH2:21][C:18]1[CH:19]=[CH:20][C:15]([C:8]2[CH:7]=[C:6]([NH:5][CH2:4][C:3]3[CH:24]=[CH:25][C:26]([Cl:28])=[CH:27][C:2]=3[Cl:1])[N:11]3[N:12]=[CH:13][CH:14]=[C:10]3[N:9]=2)=[CH:16][CH:17]=1. Given the reactants [Cl:1][C:2]1[CH:27]=[C:26]([Cl:28])[CH:25]=[CH:24][C:3]=1[CH2:4][NH:5][C:6]1[N:11]2[N:12]=[CH:13][CH:14]=[C:10]2[N:9]=[C:8]([C:15]2[CH:20]=[CH:19][C:18]([N+:21]([O-])=O)=[CH:17][CH:16]=2)[CH:7]=1.C(=O)(O)[O-].[Na+], predict the reaction product. (3) Given the reactants [C:1]([O:5][C:6](=[O:20])[NH:7][C:8]1[CH:13]=[C:12]([CH3:14])[C:11]([C:15]([F:18])([F:17])[F:16])=[CH:10][C:9]=1[NH2:19])([CH3:4])([CH3:3])[CH3:2].C([O:25][C:26](=O)[CH2:27][C:28]([C:30]1[CH:35]=[CH:34][CH:33]=[C:32]([C:36]2[CH:37]=[N:38][C:39]([CH:43]3[CH2:45][CH2:44]3)=[CH:40][C:41]=2[CH3:42])[CH:31]=1)=[O:29])(C)(C)C, predict the reaction product. The product is: [C:1]([O:5][C:6](=[O:20])[NH:7][C:8]1[CH:13]=[C:12]([CH3:14])[C:11]([C:15]([F:18])([F:17])[F:16])=[CH:10][C:9]=1[NH:19][C:26](=[O:25])[CH2:27][C:28]([C:30]1[CH:35]=[CH:34][CH:33]=[C:32]([C:36]2[CH:37]=[N:38][C:39]([CH:43]3[CH2:44][CH2:45]3)=[CH:40][C:41]=2[CH3:42])[CH:31]=1)=[O:29])([CH3:4])([CH3:2])[CH3:3].